This data is from Forward reaction prediction with 1.9M reactions from USPTO patents (1976-2016). The task is: Predict the product of the given reaction. (1) Given the reactants I[C:2]1[CH:7]=[CH:6][CH:5]=[CH:4][C:3]=1[N+:8]([O-])=O.[Br:11][C:12]1[CH:17]=[CH:16][C:15]([NH:18][C:19](=O)[CH3:20])=[CH:14][CH:13]=1, predict the reaction product. The product is: [Br:11][C:12]1[CH:17]=[CH:16][C:15]([N:18]2[C:2]3[CH:7]=[CH:6][CH:5]=[CH:4][C:3]=3[N:8]=[C:19]2[CH3:20])=[CH:14][CH:13]=1. (2) Given the reactants [CH3:1][N:2]1[C:10]2[C:5](=[CH:6][C:7]([S:11][C:12]3[CH:19]=[CH:18][C:17]([F:20])=[CH:16][C:13]=3[C:14]#[N:15])=[CH:8][CH:9]=2)[CH:4]=[N:3]1.Cl, predict the reaction product. The product is: [CH3:1][N:2]1[C:10]2[C:5](=[CH:6][C:7]([S:11][C:12]3[CH:19]=[CH:18][C:17]([F:20])=[CH:16][C:13]=3[CH2:14][NH2:15])=[CH:8][CH:9]=2)[CH:4]=[N:3]1. (3) Given the reactants [Br:1][C:2]1[CH:11]=[CH:10][CH:9]=[C:8]2[C:3]=1[CH2:4][CH2:5][NH:6][CH:7]2[C:12]1[CH:17]=[CH:16][C:15]([C:18]([F:21])([F:20])[F:19])=[CH:14][CH:13]=1.[N:22]([C:25]([CH3:28])([CH3:27])[CH3:26])=[C:23]=[O:24], predict the reaction product. The product is: [Br:1][C:2]1[CH:11]=[CH:10][CH:9]=[C:8]2[C:3]=1[CH2:4][CH2:5][N:6]([C:23]([NH:22][C:25]([CH3:28])([CH3:27])[CH3:26])=[O:24])[CH:7]2[C:12]1[CH:17]=[CH:16][C:15]([C:18]([F:19])([F:20])[F:21])=[CH:14][CH:13]=1. (4) Given the reactants F[C:2]1[CH:3]=[C:4](C=[CH:9][C:10]=1[B:11]1[O:15][C:14]([CH3:17])([CH3:16])[C:13]([CH3:19])([CH3:18])[O:12]1)C(N)=O.BrC1N2C=CN=C2C(NC2C=CC(N3CCN(C)CC3)=CC=2)=[N:23]C=1.C[N:45]([CH:47]=[O:48])C, predict the reaction product. The product is: [CH3:18][C:13]1([CH3:19])[C:14]([CH3:17])([CH3:16])[O:15][B:11]([C:10]2[CH:9]=[N:23][CH:4]=[C:3]([CH:2]=2)[C:47]([NH2:45])=[O:48])[O:12]1.